Dataset: Reaction yield outcomes from USPTO patents with 853,638 reactions. Task: Predict the reaction yield, written as a fraction of the theoretical maximum amount of product (1.0 means a 100% yield; for example, 0.34 means a 34% yield). (1) The reactants are [F:1][C:2]1[CH:3]=[C:4]([NH:19][C:20](=[O:31])[CH2:21][C:22]([NH:24][C:25]2[CH:30]=[CH:29][CH:28]=[CH:27][CH:26]=2)=[O:23])[CH:5]=[CH:6][C:7]=1[O:8][C:9]1[CH:14]=[CH:13][N:12]=[C:11]2[CH:15]=[C:16](I)[S:17][C:10]=12.Br[C:33]1[CH:38]=[CH:37][N+:36]([O-:39])=[CH:35][CH:34]=1. The catalyst is O1CCOCC1.C1C=CC([P]([Pd]([P](C2C=CC=CC=2)(C2C=CC=CC=2)C2C=CC=CC=2)([P](C2C=CC=CC=2)(C2C=CC=CC=2)C2C=CC=CC=2)[P](C2C=CC=CC=2)(C2C=CC=CC=2)C2C=CC=CC=2)(C2C=CC=CC=2)C2C=CC=CC=2)=CC=1. The product is [F:1][C:2]1[CH:3]=[C:4]([NH:19][C:20](=[O:31])[CH2:21][C:22](=[O:23])[NH:24][C:25]2[CH:30]=[CH:29][CH:28]=[CH:27][CH:26]=2)[CH:5]=[CH:6][C:7]=1[O:8][C:9]1[CH:14]=[CH:13][N:12]=[C:11]2[CH:15]=[C:16]([C:35]3[CH:34]=[CH:33][CH:38]=[CH:37][N+:36]=3[O-:39])[S:17][C:10]=12. The yield is 0.270. (2) The reactants are [CH:1]1([C:7]2[CH:13]=[CH:12][C:10]([NH2:11])=[CH:9][CH:8]=2)[CH2:6][CH2:5][CH2:4][CH2:3][CH2:2]1.S(=O)(=O)(O)O.[N+:19]([O-])([O-:21])=[O:20].[K+].[OH-].[Na+]. No catalyst specified. The product is [CH:1]1([C:7]2[CH:8]=[CH:9][C:10]([NH2:11])=[CH:12][C:13]=2[N+:19]([O-:21])=[O:20])[CH2:2][CH2:3][CH2:4][CH2:5][CH2:6]1. The yield is 9.21. (3) The reactants are [NH2:1][C:2]1[C:11]2[C:6](=[C:7](I)[C:8]([F:12])=[CH:9][CH:10]=2)[N:5]=[N:4][C:3]=1[C:14]([NH:16][CH:17]1[CH2:19][CH2:18]1)=[O:15].[CH3:20][O:21][C:22]1[CH:27]=[C:26]([O:28][CH3:29])[CH:25]=[CH:24][C:23]=1B(O)O. No catalyst specified. The product is [NH2:1][C:2]1[C:11]2[C:6](=[C:7]([C:25]3[CH:24]=[CH:23][C:22]([O:21][CH3:20])=[CH:27][C:26]=3[O:28][CH3:29])[C:8]([F:12])=[CH:9][CH:10]=2)[N:5]=[N:4][C:3]=1[C:14]([NH:16][CH:17]1[CH2:19][CH2:18]1)=[O:15]. The yield is 0.600. (4) The reactants are [CH2:1]([C@H:4]1[C@@H:8]([OH:9])[CH2:7][O:6][C:5]1=[O:10])[CH:2]=[CH2:3].N1C=CN=C1.[Si:16](Cl)([C:19]([CH3:22])([CH3:21])[CH3:20])([CH3:18])[CH3:17]. The catalyst is CN(C)C=O. The product is [CH2:1]([C@H:4]1[C@@H:8]([O:9][Si:16]([C:19]([CH3:22])([CH3:21])[CH3:20])([CH3:18])[CH3:17])[CH2:7][O:6][C:5]1=[O:10])[CH:2]=[CH2:3]. The yield is 0.700. (5) The catalyst is C1COCC1.Cl.CCOC(C)=O. The yield is 1.00. The product is [F:29][C:2]1([F:1])[CH2:28][C@@H:5]2[C@H:6]([C:18]3[CH:23]=[CH:22][C:21]([OH:24])=[CH:20][CH:19]=3)[O:7][C:8]3[CH:9]=[CH:10][C:11]([OH:14])=[CH:12][C:13]=3[C@@H:4]2[CH2:3]1. The reactants are [F:1][C:2]1([F:29])[CH2:28][CH:5]2[CH:6]([C:18]3[CH:23]=[CH:22][C:21]([O:24]COC)=[CH:20][CH:19]=3)[O:7][C:8]3[CH:9]=[CH:10][C:11]([O:14]COC)=[CH:12][C:13]=3[CH:4]2[CH2:3]1. (6) The reactants are [NH:1]1[CH2:6][CH2:5][CH2:4][C@@H:3]([NH:7][C:8]2[CH:13]=[N:12][CH:11]=[C:10]([C:14]3[CH:15]=[N:16][N:17]4[CH:22]=[CH:21][N:20]=[CH:19][C:18]=34)[N:9]=2)[CH2:2]1.O=C1CCC(=O)N1[O:30][C:31](=O)[CH2:32][C:33]#[N:34].C(N(CC)CC)C. The catalyst is C(Cl)Cl. The product is [O:30]=[C:31]([N:1]1[CH2:6][CH2:5][CH2:4][C@@H:3]([NH:7][C:8]2[CH:13]=[N:12][CH:11]=[C:10]([C:14]3[CH:15]=[N:16][N:17]4[CH:22]=[CH:21][N:20]=[CH:19][C:18]=34)[N:9]=2)[CH2:2]1)[CH2:32][C:33]#[N:34]. The yield is 0.380. (7) The reactants are [NH:1]1[CH2:9][CH2:8][CH:4]([C:5]([NH2:7])=[O:6])[CH2:3][CH2:2]1.[CH2:10]=O. The catalyst is O.[Pd]. The product is [CH3:10][N:1]1[CH2:9][CH2:8][CH:4]([C:5]([NH2:7])=[O:6])[CH2:3][CH2:2]1. The yield is 0.640. (8) The reactants are [CH3:1][O:2][C:3]1[CH:41]=[CH:40][C:6]([CH2:7][N:8]([CH2:31][C:32]2[CH:37]=[CH:36][C:35]([O:38][CH3:39])=[CH:34][CH:33]=2)[C:9]2[N:14]=[C:13]([CH3:15])[N:12]=[C:11]([C:16]3[C:17]([NH:23][C:24]4[CH:25]=[CH:26][C:27]([NH2:30])=[N:28][CH:29]=4)=[N:18][CH:19]=[C:20]([Cl:22])[CH:21]=3)[N:10]=2)=[CH:5][CH:4]=1.CCN(CC)CC.Cl[C:50]([O:52][CH3:53])=[O:51].O. The catalyst is C(Cl)Cl. The product is [CH3:39][O:38][C:35]1[CH:34]=[CH:33][C:32]([CH2:31][N:8]([CH2:7][C:6]2[CH:5]=[CH:4][C:3]([O:2][CH3:1])=[CH:41][CH:40]=2)[C:9]2[N:14]=[C:13]([CH3:15])[N:12]=[C:11]([C:16]3[C:17]([NH:23][C:24]4[CH:25]=[CH:26][C:27]([NH:30][C:50](=[O:51])[O:52][CH3:53])=[N:28][CH:29]=4)=[N:18][CH:19]=[C:20]([Cl:22])[CH:21]=3)[N:10]=2)=[CH:37][CH:36]=1. The yield is 0.0700.